From a dataset of Reaction yield outcomes from USPTO patents with 853,638 reactions. Predict the reaction yield, written as a fraction of the theoretical maximum amount of product (1.0 means a 100% yield; for example, 0.34 means a 34% yield). (1) The reactants are [K].CC(C)([O-])C.[OH:7][C:8]1[CH:22]=[CH:21][CH:20]=[CH:19][C:9]=1[CH2:10]P(=O)(OCC)OCC.[C:23]1([CH3:45])[CH:28]=[CH:27][C:26]([N:29]([C:38]2[CH:43]=[CH:42][C:41]([CH3:44])=[CH:40][CH:39]=2)[C:30]2[CH:37]=[CH:36][C:33]([CH:34]=O)=[CH:32][CH:31]=2)=[CH:25][CH:24]=1.Cl. The catalyst is O1CCCC1.O. The product is [OH:7][C:8]1[CH:22]=[CH:21][CH:20]=[CH:19][C:9]=1[CH:10]=[CH:44][C:41]1[CH:40]=[CH:39][C:38]([N:29]([C:30]2[CH:37]=[CH:36][C:33]([CH3:34])=[CH:32][CH:31]=2)[C:26]2[CH:27]=[CH:28][C:23]([CH3:45])=[CH:24][CH:25]=2)=[CH:43][CH:42]=1. The yield is 0.720. (2) The reactants are [C:1]([O:5][C:6](=[O:31])[NH:7][C@H:8]([C:12]1[CH:13]=[C:14]([C:18]2[CH:23]=[CH:22][N:21]=[CH:20][C:19]=2[NH:24][C:25](=[O:30])[C@H:26]([CH3:29])[CH:27]=C)[CH:15]=[N:16][CH:17]=1)[CH2:9][CH:10]=C)([CH3:4])([CH3:3])[CH3:2].CC1C=CC(S(O)(=O)=O)=CC=1. The catalyst is Cl[Ru](=C1N(C2C(C)=CC(C)=CC=2C)CCN1C1C(C)=CC(C)=CC=1C)(Cl)(=CC1C=CC=CC=1)[P](C1CCCCC1)(C1CCCCC1)C1CCCCC1.CCOC(C)=O. The product is [CH3:27][C@H:26]1[C:25](=[O:30])[NH:24][C:19]2[CH:20]=[N:21][CH:22]=[CH:23][C:18]=2[C:14]2[CH:15]=[N:16][CH:17]=[C:12]([CH:13]=2)[C@@H:8]([NH:7][C:6](=[O:31])[O:5][C:1]([CH3:2])([CH3:3])[CH3:4])[CH2:9][CH:10]=[CH:29]1. The yield is 0.258. (3) The reactants are [Br:1][CH2:2][C:3]1[CH:11]=[CH:10][C:6]([C:7]([OH:9])=[O:8])=[CH:5][CH:4]=1.[F:12][C:13]1[C:18](O)=[C:17]([F:20])[C:16]([F:21])=[C:15]([F:22])[C:14]=1[F:23]. No catalyst specified. The product is [F:12][C:13]1[C:18]([O:8][C:7](=[O:9])[C:6]2[CH:10]=[CH:11][C:3]([CH2:2][Br:1])=[CH:4][CH:5]=2)=[C:17]([F:20])[C:16]([F:21])=[C:15]([F:22])[C:14]=1[F:23]. The yield is 0.560. (4) The reactants are [CH3:1][C:2]1[N:3]=[C:4]([C:25]2[CH:30]=[CH:29][CH:28]=[CH:27][CH:26]=2)[O:5][C:6]=1[CH2:7][CH2:8][O:9][C:10]1[CH:11]=[C:12]2[C:16](=[CH:17][CH:18]=1)[C@H:15]([CH2:19][C:20]([O:22]CC)=[O:21])[CH2:14][CH2:13]2.[Li+].[OH-].O.Cl. The yield is 0.306. The product is [CH3:1][C:2]1[N:3]=[C:4]([C:25]2[CH:26]=[CH:27][CH:28]=[CH:29][CH:30]=2)[O:5][C:6]=1[CH2:7][CH2:8][O:9][C:10]1[CH:11]=[C:12]2[C:16](=[CH:17][CH:18]=1)[C@H:15]([CH2:19][C:20]([OH:22])=[O:21])[CH2:14][CH2:13]2. The catalyst is CCO.C1COCC1. (5) The reactants are [CH3:1][O:2][C:3]1[CH:4]=[C:5]([CH:7]=[C:8]([O:10][CH3:11])[CH:9]=1)[NH2:6].IC.[C:14]([O-])(=O)C.[Na+]. The yield is 0.270. The product is [CH3:11][O:10][C:8]1[CH:7]=[C:5]([NH:6][CH3:14])[CH:4]=[C:3]([O:2][CH3:1])[CH:9]=1. The catalyst is C1COCC1. (6) The reactants are [N:1]1[CH:6]=[CH:5][N:4]=[CH:3][C:2]=1[C:7]1[N:15]2[C:10]([CH:11]=[CH:12][CH:13]=[CH:14]2)=[CH:9][C:8]=1[CH:16](O)[CH3:17].C1C=CC(P([N:33]=[N+:34]=[N-:35])(C2C=CC=CC=2)=O)=CC=1.C1CCN2C(=NCCC2)CC1. No catalyst specified. The product is [N:33]([CH:16]([C:8]1[CH:9]=[C:10]2[N:15]([C:7]=1[C:2]1[CH:3]=[N:4][CH:5]=[CH:6][N:1]=1)[CH:14]=[CH:13][CH:12]=[CH:11]2)[CH3:17])=[N+:34]=[N-:35]. The yield is 0.820. (7) The reactants are [NH2:1][C:2]1[CH2:7][CH2:6][CH2:5][C:4](=[O:8])[CH:3]=1.C(O[CH:12]=[C:13]([C:19]([O:21][CH2:22][CH3:23])=[O:20])[C:14]([O:16][CH2:17][CH3:18])=[O:15])C. No catalyst specified. The product is [CH2:17]([O:16][C:14](=[O:15])[C:13](=[CH:12][NH:1][C:2]1[CH2:7][CH2:6][CH2:5][C:4](=[O:8])[CH:3]=1)[C:19]([O:21][CH2:22][CH3:23])=[O:20])[CH3:18]. The yield is 0.900. (8) The reactants are P(Cl)(Cl)(Cl)=O.CN(C)[CH:8]=[O:9].[CH3:11][C:12]1[NH:13][CH:14]=[C:15]([CH3:34])[C:16]=1[C:17]1[NH:18][C:19]2[CH:25]=[C:24]([C:26](=[O:33])[C:27]3[CH:32]=[CH:31][CH:30]=[CH:29][CH:28]=3)[CH:23]=[CH:22][C:20]=2[N:21]=1.[OH-].[Na+]. The catalyst is O. The product is [CH:8]([C:14]1[NH:13][C:12]([CH3:11])=[C:16]([C:17]2[NH:18][C:19]3[CH:25]=[C:24]([C:26](=[O:33])[C:27]4[CH:28]=[CH:29][CH:30]=[CH:31][CH:32]=4)[CH:23]=[CH:22][C:20]=3[N:21]=2)[C:15]=1[CH3:34])=[O:9]. The yield is 0.600. (9) The reactants are C(C1C=CC=CC=1N[C@@H](CC1C=CC(C2C=CC=C(N(C)C(NCCCCCCC)=O)C=2)=CC=1)C(O)=O)(=O)C1C=CC=CC=1.[C:45]([C:53]1[CH:58]=[CH:57][CH:56]=[CH:55][C:54]=1[NH:59][C@@H:60]([CH2:66][C:67]1[CH:72]=[CH:71][C:70]([C:73]2[CH:78]=[CH:77][CH:76]=[C:75]([N:79]([CH3:92])[C:80]([NH:82][C:83]3[CH:88]=[CH:87][C:86]([N:89]([CH3:91])[CH3:90])=[CH:85][CH:84]=3)=[O:81])[CH:74]=2)=[CH:69][CH:68]=1)[C:61]([O:63]CC)=[O:62])(=[O:52])[C:46]1[CH:51]=[CH:50][CH:49]=[CH:48][CH:47]=1.[OH-].[Li+]. No catalyst specified. The product is [C:45]([C:53]1[CH:58]=[CH:57][CH:56]=[CH:55][C:54]=1[NH:59][C@@H:60]([CH2:66][C:67]1[CH:72]=[CH:71][C:70]([C:73]2[CH:78]=[CH:77][CH:76]=[C:75]([N:79]([CH3:92])[C:80]([NH:82][C:83]3[CH:84]=[CH:85][C:86]([N:89]([CH3:91])[CH3:90])=[CH:87][CH:88]=3)=[O:81])[CH:74]=2)=[CH:69][CH:68]=1)[C:61]([OH:63])=[O:62])(=[O:52])[C:46]1[CH:51]=[CH:50][CH:49]=[CH:48][CH:47]=1. The yield is 0.890.